From a dataset of Forward reaction prediction with 1.9M reactions from USPTO patents (1976-2016). Predict the product of the given reaction. (1) Given the reactants [NH2:1][CH:2]([CH3:7])[CH2:3][C:4]([OH:6])=[O:5].[OH-].[Na+].[CH2:10]([O:17][C:18](Cl)=[O:19])[C:11]1[CH:16]=[CH:15][CH:14]=[CH:13][CH:12]=1.Cl, predict the reaction product. The product is: [CH2:10]([O:17][C:18]([NH:1][CH:2]([CH3:7])[CH2:3][C:4]([OH:6])=[O:5])=[O:19])[C:11]1[CH:16]=[CH:15][CH:14]=[CH:13][CH:12]=1. (2) Given the reactants [NH2:1][C:2]1[CH:7]=[C:6]([O:8][C:9]2[CH:14]=[CH:13][C:12]([NH:15][C:16]([C:18]3([C:21]([NH:23][C:24]4[CH:29]=[CH:28][C:27]([F:30])=[CH:26][CH:25]=4)=[O:22])[CH2:20][CH2:19]3)=[O:17])=[C:11]([F:31])[CH:10]=2)[CH:5]=[CH:4][N:3]=1.C(N(CC)CC)C.Cl[C:40](OC1C=CC=CC=1)=[O:41].FC(F)(F)C(O)=O.[CH3:56][O:57][CH:58]1[CH2:61][NH:60][CH2:59]1, predict the reaction product. The product is: [F:31][C:11]1[CH:10]=[C:9]([O:8][C:6]2[CH:5]=[CH:4][N:3]=[C:2]([NH:1][C:40]([N:60]3[CH2:61][CH:58]([O:57][CH3:56])[CH2:59]3)=[O:41])[CH:7]=2)[CH:14]=[CH:13][C:12]=1[NH:15][C:16]([C:18]1([C:21]([NH:23][C:24]2[CH:25]=[CH:26][C:27]([F:30])=[CH:28][CH:29]=2)=[O:22])[CH2:20][CH2:19]1)=[O:17].